Dataset: Catalyst prediction with 721,799 reactions and 888 catalyst types from USPTO. Task: Predict which catalyst facilitates the given reaction. The catalyst class is: 4. Reactant: C(N(CC)CC)C.[CH3:8][N:9]1[C:13]([CH3:14])=[C:12]([S:15](Cl)(=[O:17])=[O:16])[C:11]([CH3:19])=[N:10]1.[F:20][C:21]1[CH:22]=[CH:23][C:24]([O:36][CH3:37])=[C:25]([C:27]2[CH:32]=[CH:31][C:30]([C@H:33]([NH2:35])[CH3:34])=[CH:29][CH:28]=2)[CH:26]=1. Product: [F:20][C:21]1[CH:22]=[CH:23][C:24]([O:36][CH3:37])=[C:25]([C:27]2[CH:32]=[CH:31][C:30]([C@H:33]([NH:35][S:15]([C:12]3[C:11]([CH3:19])=[N:10][N:9]([CH3:8])[C:13]=3[CH3:14])(=[O:17])=[O:16])[CH3:34])=[CH:29][CH:28]=2)[CH:26]=1.